Dataset: Forward reaction prediction with 1.9M reactions from USPTO patents (1976-2016). Task: Predict the product of the given reaction. (1) Given the reactants FC(F)(F)C(O)=O.C(OC([N:15]1[CH2:34][CH2:33][C:18]2[N:19]=[C:20]([NH:23][C:24](=[O:32])[C:25]3[CH:30]=[CH:29][CH:28]=[C:27]([Cl:31])[CH:26]=3)[N:21]=[CH:22][C:17]=2[CH2:16]1)=O)(C)(C)C.C(N(CC)CC)C.[Br:42][C:43]1[CH:44]=[C:45]([S:49](Cl)(=[O:51])=[O:50])[CH:46]=[CH:47][CH:48]=1, predict the reaction product. The product is: [Br:42][C:43]1[CH:44]=[C:45]([S:49]([N:15]2[CH2:34][CH2:33][C:18]3[N:19]=[C:20]([NH:23][C:24](=[O:32])[C:25]4[CH:30]=[CH:29][CH:28]=[C:27]([Cl:31])[CH:26]=4)[N:21]=[CH:22][C:17]=3[CH2:16]2)(=[O:51])=[O:50])[CH:46]=[CH:47][CH:48]=1. (2) Given the reactants Cl[C:2]1[CH:10]=[CH:9][C:8]([N+]([O-])=O)=[CH:7][C:3]=1[C:4](Cl)=[O:5].[Al+3].[Cl-].[Cl-].[Cl-].Cl, predict the reaction product. The product is: [C:4]([C:2]1[CH:10]=[CH:9][CH:8]=[CH:7][CH:3]=1)(=[O:5])[C:3]1[CH:7]=[CH:8][CH:9]=[CH:10][CH:2]=1. (3) Given the reactants [N+:1]([C:4]1[CH:5]=[C:6]([NH:10][C:11]2[N:18]=[CH:17][CH:16]=[CH:15][C:12]=2[CH:13]=O)[CH:7]=[CH:8][CH:9]=1)([O-:3])=[O:2].[S:19]1[C:23]2[CH:24]=[CH:25][CH:26]=[CH:27][C:22]=2[N:21]=[C:20]1[CH2:28][CH2:29][CH2:30][CH2:31][C:32](OC)=[O:33].[Li+].CC([N-]C(C)C)C, predict the reaction product. The product is: [N+:1]([C:4]1[CH:5]=[C:6]([N:10]2[C:11]3[C:12](=[CH:15][CH:16]=[CH:17][N:18]=3)[CH:13]=[C:31]([CH2:30][CH2:29][CH2:28][C:20]3[S:19][C:23]4[CH:24]=[CH:25][CH:26]=[CH:27][C:22]=4[N:21]=3)[C:32]2=[O:33])[CH:7]=[CH:8][CH:9]=1)([O-:3])=[O:2].